Task: Predict the reaction yield, written as a fraction of the theoretical maximum amount of product (1.0 means a 100% yield; for example, 0.34 means a 34% yield).. Dataset: Reaction yield outcomes from USPTO patents with 853,638 reactions (1) The reactants are C(OC(=O)O[C@H:6]1[CH2:10][C@@H:9]([N:11]2[CH:19]=[N:18][C:17]3[C:12]2=[N:13][C:14]([Cl:21])=[N:15][C:16]=3[Cl:20])[CH:8]=[CH:7]1)C.C1(P(C2C=CC=CC=2)C2C=CC=CC=2)C=CC=CC=1.[NH:42]1[CH:46]=[CH:45][N:44]=[N:43]1. The catalyst is C1C=CC(/C=C/C(/C=C/C2C=CC=CC=2)=O)=CC=1.C1C=CC(/C=C/C(/C=C/C2C=CC=CC=2)=O)=CC=1.C1C=CC(/C=C/C(/C=C/C2C=CC=CC=2)=O)=CC=1.[Pd].[Pd]. The product is [Cl:21][C:14]1[N:13]=[C:12]2[C:17]([N:18]=[CH:19][N:11]2[C@@H:9]2[CH2:10][C@H:6]([N:43]3[N:44]=[CH:45][CH:46]=[N:42]3)[CH:7]=[CH:8]2)=[C:16]([Cl:20])[N:15]=1. The yield is 0.300. (2) The reactants are Cl[CH2:2][C:3]1[C:4]([O:18][CH3:19])=[N:5][N:6]([C:8]2[CH:9]=[N:10][C:11]([C:14]([F:17])([F:16])[F:15])=[N:12][CH:13]=2)[CH:7]=1.[K][N:21]1[C:29](=[O:30])[C:28]2[C:23](=[CH:24][CH:25]=[CH:26][CH:27]=2)[C:22]1=[O:31]. The product is [CH3:19][O:18][C:4]1[C:3]([CH2:2][N:21]2[C:29](=[O:30])[C:28]3[C:23](=[CH:24][CH:25]=[CH:26][CH:27]=3)[C:22]2=[O:31])=[CH:7][N:6]([C:8]2[CH:9]=[N:10][C:11]([C:14]([F:17])([F:16])[F:15])=[N:12][CH:13]=2)[N:5]=1. The catalyst is CN(C)C=O. The yield is 0.970. (3) The reactants are [CH2:1]([O:8][C:9]1[CH:10]=[C:11]([S:22][CH2:23][CH2:24][C:25](OC)=O)[CH:12]=[N:13][C:14]=1[NH:15][C:16]1[S:17][CH:18]=[C:19]([CH3:21])[N:20]=1)[C:2]1[CH:7]=[CH:6][CH:5]=[CH:4][CH:3]=1.CC([O-])(C)C.[K+].BrC[C:37]1[CH:42]=[CH:41]C=C[C:38]=1[Cl:43].[NH4+].[Cl-].Cl. The catalyst is C1COCC1. The product is [ClH:43].[Cl:43][C:38]1[CH:37]=[CH:42][CH:41]=[CH:25][C:24]=1[CH2:23][S:22][C:11]1[CH:10]=[C:9]([O:8][CH2:1][C:2]2[CH:7]=[CH:6][CH:5]=[CH:4][CH:3]=2)[C:14]([NH:15][C:16]2[S:17][CH:18]=[C:19]([CH3:21])[N:20]=2)=[N:13][CH:12]=1. The yield is 0.583. (4) The reactants are [I:1][C:2]1[N:3]=[C:4]([CH:15]=[O:16])[N:5]([CH2:7][O:8][CH2:9][CH2:10][Si:11]([CH3:14])([CH3:13])[CH3:12])[CH:6]=1.[BH4-].[Na+].O. The catalyst is C(O)C. The product is [I:1][C:2]1[N:3]=[C:4]([CH2:15][OH:16])[N:5]([CH2:7][O:8][CH2:9][CH2:10][Si:11]([CH3:12])([CH3:13])[CH3:14])[CH:6]=1. The yield is 0.870. (5) The reactants are FC(F)(F)C(O)=O.[CH3:8][S:9]([C:12]1[CH:33]=[CH:32][C:15]([O:16][C:17]2[N:22]=[CH:21][N:20]=[C:19]3[N:23]([CH:26]4[CH2:31][CH2:30][NH:29][CH2:28][CH2:27]4)[N:24]=[CH:25][C:18]=23)=[CH:14][CH:13]=1)(=[O:11])=[O:10].[S:34]1[C:38]2[CH:39]=[CH:40][CH:41]=[CH:42][C:37]=2[N:36]=[C:35]1[C:43](Cl)=[O:44].C(N(C(C)C)CC)(C)C. The catalyst is ClCCl. The product is [S:34]1[C:38]2[CH:39]=[CH:40][CH:41]=[CH:42][C:37]=2[N:36]=[C:35]1[C:43]([N:29]1[CH2:28][CH2:27][CH:26]([N:23]2[C:19]3=[N:20][CH:21]=[N:22][C:17]([O:16][C:15]4[CH:14]=[CH:13][C:12]([S:9]([CH3:8])(=[O:11])=[O:10])=[CH:33][CH:32]=4)=[C:18]3[CH:25]=[N:24]2)[CH2:31][CH2:30]1)=[O:44]. The yield is 0.620. (6) The reactants are [Cl:1][C:2]([F:14])([F:13])[C:3]1[CH:8]=[CH:7][C:6]([CH:9]([S:11][CH3:12])[CH3:10])=[CH:5][N:4]=1.[N:15]#[C:16][NH2:17].C(O)(=O)C.C(O)(=O)C.IC1C=CC=CC=1. The catalyst is C1COCC1. The product is [Cl:1][C:2]([F:13])([F:14])[C:3]1[N:4]=[CH:5][C:6]([CH:9]([S:11]([CH3:12])=[N:17][C:16]#[N:15])[CH3:10])=[CH:7][CH:8]=1. The yield is 0.480.